Dataset: Retrosynthesis with 50K atom-mapped reactions and 10 reaction types from USPTO. Task: Predict the reactants needed to synthesize the given product. (1) Given the product O=C(Nc1cc(-c2cncc(NCC3CCOCC3)n2)c(Cl)cn1)[C@H]1CNC[C@H]1F, predict the reactants needed to synthesize it. The reactants are: O=C(Nc1cc(-c2cncc(NCC3CCOCC3)n2)c(Cl)cn1)[C@H]1CN(C(=O)OCc2ccccc2)C[C@H]1F. (2) Given the product Cc1occc1S(=O)(=O)n1cc(CN(C)C(=O)OC(C)(C)C)c(F)c1-c1cccnc1F, predict the reactants needed to synthesize it. The reactants are: CN(Cc1c[nH]c(-c2cccnc2F)c1F)C(=O)OC(C)(C)C.Cc1occc1S(=O)(=O)Cl. (3) Given the product Cc1cn(CCc2ccccc2N)cn1, predict the reactants needed to synthesize it. The reactants are: Cc1cn(CCc2ccccc2NC(=O)OC(C)(C)C)cn1. (4) Given the product CCNC(=O)c1ccc(N2CCN(Cc3cc4c(c(OCC)c3)OC(C)C(=O)N4)CC2)c(Cl)c1, predict the reactants needed to synthesize it. The reactants are: CCNC(=O)c1ccc(N2CCNCC2)c(Cl)c1.CCOc1cc(C=O)cc2c1OC(C)C(=O)N2.